Dataset: CYP3A4 inhibition data for predicting drug metabolism from PubChem BioAssay. Task: Regression/Classification. Given a drug SMILES string, predict its absorption, distribution, metabolism, or excretion properties. Task type varies by dataset: regression for continuous measurements (e.g., permeability, clearance, half-life) or binary classification for categorical outcomes (e.g., BBB penetration, CYP inhibition). Dataset: cyp3a4_veith. (1) The molecule is Clc1ccccc1-c1nc(-n2ccnc2)c2ccccc2n1. The result is 1 (inhibitor). (2) The result is 0 (non-inhibitor). The compound is Cc1cc(=O)[nH]c(/N=C(\N)Nc2ccc(Cl)cc2)n1.